Dataset: Forward reaction prediction with 1.9M reactions from USPTO patents (1976-2016). Task: Predict the product of the given reaction. (1) Given the reactants [Si:1]([O:8][CH2:9][C:10]([F:14])([F:13])[CH2:11][OH:12])([C:4]([CH3:7])([CH3:6])[CH3:5])([CH3:3])[CH3:2].[H-].[Na+].[Br:17][C:18]1[CH:23]=[CH:22][C:21]([CH2:24]Br)=[CH:20][CH:19]=1, predict the reaction product. The product is: [Br:17][C:18]1[CH:23]=[CH:22][C:21]([CH2:24][O:12][CH2:11][C:10]([F:13])([F:14])[CH2:9][O:8][Si:1]([C:4]([CH3:7])([CH3:6])[CH3:5])([CH3:3])[CH3:2])=[CH:20][CH:19]=1. (2) Given the reactants [F:1][C:2]1[CH:35]=[CH:34][C:33](I)=[CH:32][C:3]=1[C:4]([NH:6][C:7]1[CH:12]=[C:11]([C:13]([F:16])([F:15])[F:14])[CH:10]=[CH:9][C:8]=1[N:17]1[CH2:22][CH2:21][CH2:20][C@H:19]([N:23]([CH3:31])[C:24](=[O:30])[O:25][C:26]([CH3:29])([CH3:28])[CH3:27])[CH2:18]1)=[O:5].[C:37]([C:39]1[CH:40]=[N:41][C:42]([NH2:45])=[N:43][CH:44]=1)#[CH:38].C(N(CC)CC)C, predict the reaction product. The product is: [NH2:45][C:42]1[N:43]=[CH:44][C:39]([C:37]#[C:38][C:33]2[CH:34]=[CH:35][C:2]([F:1])=[C:3]([CH:32]=2)[C:4]([NH:6][C:7]2[CH:12]=[C:11]([C:13]([F:16])([F:15])[F:14])[CH:10]=[CH:9][C:8]=2[N:17]2[CH2:22][CH2:21][CH2:20][C@H:19]([N:23]([CH3:31])[C:24](=[O:30])[O:25][C:26]([CH3:29])([CH3:28])[CH3:27])[CH2:18]2)=[O:5])=[CH:40][N:41]=1. (3) The product is: [Cl:28][C:25]1[CH:26]=[CH:27][C:22]([NH:21][C:19](=[O:20])[NH:18][C:15]2[CH:14]=[CH:13][C:12]([N:7]3[CH:6]=[N:5][C:4]4[C:8]3=[N:9][CH:10]=[N:11][C:3]=4[NH:2][C:37]([NH:36][CH2:33][CH2:34][CH3:35])=[O:38])=[CH:17][CH:16]=2)=[CH:23][C:24]=1[C:29]([F:31])([F:32])[F:30]. Given the reactants Cl.[NH2:2][C:3]1[N:11]=[CH:10][N:9]=[C:8]2[C:4]=1[N:5]=[CH:6][N:7]2[C:12]1[CH:17]=[CH:16][C:15]([NH:18][C:19]([NH:21][C:22]2[CH:27]=[CH:26][C:25]([Cl:28])=[C:24]([C:29]([F:32])([F:31])[F:30])[CH:23]=2)=[O:20])=[CH:14][CH:13]=1.[CH2:33]([N:36]=[C:37]=[O:38])[CH2:34][CH3:35], predict the reaction product. (4) Given the reactants [NH2:1][C:2]1[C:10]([N+:11]([O-:13])=[O:12])=[CH:9][C:5]([C:6]([OH:8])=[O:7])=[CH:4][N:3]=1.S(=O)(=O)(O)O.[CH2:19](O)[CH3:20], predict the reaction product. The product is: [NH2:1][C:2]1[C:10]([N+:11]([O-:13])=[O:12])=[CH:9][C:5]([C:6]([O:8][CH2:19][CH3:20])=[O:7])=[CH:4][N:3]=1. (5) Given the reactants [CH:1]1([C@H:7]([NH:12][C:13]([C:15]2[C:24]([NH:25][C:26]([NH:28][C:29]3[C:34]([CH3:35])=[CH:33][C:32]([CH2:36][CH:37]=[CH2:38])=[CH:31][C:30]=3[CH3:39])=[O:27])=[CH:23][C:22]3[C:17](=[CH:18][CH:19]=[CH:20][CH:21]=3)[CH:16]=2)=[O:14])[C:8]([O:10][CH3:11])=[O:9])[CH2:6][CH2:5][CH2:4][CH2:3][CH2:2]1.[H][H], predict the reaction product. The product is: [CH:1]1([C@H:7]([NH:12][C:13]([C:15]2[C:24]([NH:25][C:26]([NH:28][C:29]3[C:34]([CH3:35])=[CH:33][C:32]([CH2:36][CH2:37][CH3:38])=[CH:31][C:30]=3[CH3:39])=[O:27])=[CH:23][C:22]3[C:17](=[CH:18][CH:19]=[CH:20][CH:21]=3)[CH:16]=2)=[O:14])[C:8]([O:10][CH3:11])=[O:9])[CH2:6][CH2:5][CH2:4][CH2:3][CH2:2]1. (6) Given the reactants ClC1C=CC(N2N=CC=N2)=C(C=1)C(N[C@H]1CCC[C@@H]1NC1C=CC(C(F)(F)F)=CN=1)=O.Cl.[F:33][C:34]([F:49])([F:48])[C:35]1[CH:36]=[CH:37][C:38]([NH:41][C@H:42]2[CH2:46][CH2:45][CH2:44][C@@H:43]2[NH2:47])=[N:39][CH:40]=1.[F:50][C:51]1[C:52]([N:61]2[N:65]=[CH:64][CH:63]=[N:62]2)=[C:53]([CH:57]=[C:58]([F:60])[CH:59]=1)[C:54](O)=[O:55], predict the reaction product. The product is: [F:50][C:51]1[C:52]([N:61]2[N:65]=[CH:64][CH:63]=[N:62]2)=[C:53]([CH:57]=[C:58]([F:60])[CH:59]=1)[C:54]([NH:47][C@H:43]1[CH2:44][CH2:45][CH2:46][C@@H:42]1[NH:41][C:38]1[CH:37]=[CH:36][C:35]([C:34]([F:33])([F:48])[F:49])=[CH:40][N:39]=1)=[O:55]. (7) Given the reactants C(OC(=O)C)(=[O:3])C.C1(N[C:12]2[C:21]3[C:16](=[CH:17][CH:18]=[CH:19][CH:20]=3)[N:15]=[CH:14][CH:13]=2)CC1.[N:22]1[CH:27]=[CH:26][CH:25]=[CH:24][CH:23]=1, predict the reaction product. The product is: [CH:25]1([CH:26]([C:12]2[C:21]3[C:16](=[CH:17][CH:18]=[CH:19][CH:20]=3)[N:15]=[CH:14][CH:13]=2)[C:27]([NH2:22])=[O:3])[CH2:23][CH2:24]1. (8) Given the reactants [C:1]1([Li])[CH:6]=[CH:5][CH:4]=[CH:3][CH:2]=1.[N:8]1[C:17]2[C:12](=[CH:13][CH:14]=[C:15]3[CH:21]=[CH:20][CH:19]=[CH:18][C:16]3=2)[CH:11]=[CH:10][CH:9]=1.[O-]S([O-])(=O)=O.[Mg+2], predict the reaction product. The product is: [C:1]1([C:9]2[CH:10]=[CH:11][C:12]3[C:17](=[C:16]4[CH:18]=[CH:19][CH:20]=[CH:21][C:15]4=[CH:14][CH:13]=3)[N:8]=2)[CH:6]=[CH:5][CH:4]=[CH:3][CH:2]=1. (9) Given the reactants [CH3:1][N:2]1[CH2:7][CH2:6][N:5]([NH:8][C:9](=[O:23])[C:10]2[CH:15]=[C:14]([N+:16]([O-])=O)[CH:13]=[CH:12][C:11]=2[NH:19][CH:20]([CH3:22])[CH3:21])[CH2:4][CH2:3]1.O, predict the reaction product. The product is: [CH3:1][N:2]1[CH2:3][CH2:4][N:5]([NH:8][C:9](=[O:23])[C:10]2[CH:15]=[C:14]([NH2:16])[CH:13]=[CH:12][C:11]=2[NH:19][CH:20]([CH3:21])[CH3:22])[CH2:6][CH2:7]1.